From a dataset of Full USPTO retrosynthesis dataset with 1.9M reactions from patents (1976-2016). Predict the reactants needed to synthesize the given product. (1) Given the product [Cl:1][C:2]1[CH:7]=[CH:6][C:5]([C@H:8]2[C@H:13]([OH:14])[C@@H:12]([OH:18])[C@H:11]([OH:22])[C@@H:10]([CH2:26][OH:27])[N:9]2[CH3:31])=[CH:4][C:3]=1[CH2:32][C:33]1[CH:34]=[CH:35][C:36]([O:39][CH2:40][CH3:41])=[CH:37][CH:38]=1, predict the reactants needed to synthesize it. The reactants are: [Cl:1][C:2]1[CH:7]=[CH:6][C:5]([C@H:8]2[C@H:13]([O:14]/C=C/C)[C@@H:12]([O:18]/C=C/C)[C@H:11]([O:22]/C=C/C)[C@@H:10]([CH2:26][O:27]/C=C/C)[N:9]2[CH3:31])=[CH:4][C:3]=1[CH2:32][C:33]1[CH:38]=[CH:37][C:36]([O:39][CH2:40][CH3:41])=[CH:35][CH:34]=1. (2) Given the product [C:6]([C:10]1[CH:16]=[CH:15][C:14]([N+:17]([O-:19])=[O:18])=[CH:13][C:11]=1[NH2:12])([CH3:9])([CH3:7])[CH3:8], predict the reactants needed to synthesize it. The reactants are: S(=O)(=O)(O)O.[C:6]([C:10]1[CH:16]=[CH:15][CH:14]=[CH:13][C:11]=1[NH2:12])([CH3:9])([CH3:8])[CH3:7].[N+:17]([O-])([O-:19])=[O:18].[K+]. (3) Given the product [CH2:1]([N:8]1[C:20](=[O:27])[C:21]([C:22]([O:24][CH2:25][CH3:26])=[O:23])=[C:14]([OH:15])[C:13]2[S:12][C:11]([S:18][CH3:19])=[N:10][C:9]1=2)[C:2]1[CH:7]=[CH:6][CH:5]=[CH:4][CH:3]=1, predict the reactants needed to synthesize it. The reactants are: [CH2:1]([N:8]([C:20](=[O:27])[CH2:21][C:22]([O:24][CH2:25][CH3:26])=[O:23])[C:9]1[N:10]=[C:11]([S:18][CH3:19])[S:12][C:13]=1[C:14](OC)=[O:15])[C:2]1[CH:7]=[CH:6][CH:5]=[CH:4][CH:3]=1.C(N(C(=O)CC(OCC)=O)C1N(C2C=CC=CC=2)N=CC=1C(OCC)=O)C1C=CC=CC=1. (4) Given the product [Cl:28][C:25]1[CH:24]=[CH:23][C:22]([CH2:21][N:9]2[C:8]3[C:12](=[N:13][C:5]([C:3]([OH:4])=[O:2])=[N:6][C:7]=3[NH:29][C@@H:30]([CH:35]3[CH2:36][CH2:37][CH2:38]3)[CH2:31][CH2:32][CH2:33][OH:34])[N:11]=[C:10]2[C:14]2[CH:19]=[CH:18][CH:17]=[C:16]([CH3:20])[CH:15]=2)=[CH:27][CH:26]=1, predict the reactants needed to synthesize it. The reactants are: C[O:2][C:3]([C:5]1[N:13]=[C:12]2[C:8]([N:9]([CH2:21][C:22]3[CH:27]=[CH:26][C:25]([Cl:28])=[CH:24][CH:23]=3)[C:10]([C:14]3[CH:19]=[CH:18][CH:17]=[C:16]([CH3:20])[CH:15]=3)=[N:11]2)=[C:7]([NH:29][C@@H:30]([CH:35]2[CH2:38][CH2:37][CH2:36]2)[CH2:31][CH2:32][CH2:33][OH:34])[N:6]=1)=[O:4].[OH-].[Li+].Cl. (5) Given the product [CH3:3][O:4][C:5]1[N:10]=[C:9](/[CH:11]=[CH:12]/[C:13]([OH:15])=[O:14])[CH:8]=[CH:7][C:6]=1[N:18]1[CH:22]=[C:21]([CH3:23])[N:20]=[CH:19]1, predict the reactants needed to synthesize it. The reactants are: [OH-].[Na+].[CH3:3][O:4][C:5]1[N:10]=[C:9](/[CH:11]=[CH:12]/[C:13]([O:15]CC)=[O:14])[CH:8]=[CH:7][C:6]=1[N:18]1[CH:22]=[C:21]([CH3:23])[N:20]=[CH:19]1.Cl. (6) Given the product [N:19]1([C:2]2[N:3]([C:13]3[CH:18]=[CH:17][CH:16]=[CH:15][N:14]=3)[C:4]3[C:9]([C:10]=2[CH:11]=[O:12])=[CH:8][CH:7]=[CH:6][CH:5]=3)[CH2:24][CH2:23][NH:22][CH2:21][CH2:20]1, predict the reactants needed to synthesize it. The reactants are: Cl[C:2]1[N:3]([C:13]2[CH:18]=[CH:17][CH:16]=[CH:15][N:14]=2)[C:4]2[C:9]([C:10]=1[CH:11]=[O:12])=[CH:8][CH:7]=[CH:6][CH:5]=2.[NH:19]1[CH2:24][CH2:23][NH:22][CH2:21][CH2:20]1. (7) Given the product [CH2:18]([O:25][C:26]1[CH:34]=[CH:33][C:32]([S:35]([CH3:38])(=[O:37])=[O:36])=[CH:31][C:27]=1[C:28]([N:15]1[CH2:16][CH2:17][N:12]([C:3]2[CH:4]=[CH:5][C:6]([S:8]([CH3:11])(=[O:10])=[O:9])=[CH:7][C:2]=2[F:1])[CH2:13][CH2:14]1)=[O:29])[C:19]1[CH:20]=[CH:21][CH:22]=[CH:23][CH:24]=1, predict the reactants needed to synthesize it. The reactants are: [F:1][C:2]1[CH:7]=[C:6]([S:8]([CH3:11])(=[O:10])=[O:9])[CH:5]=[CH:4][C:3]=1[N:12]1[CH2:17][CH2:16][NH:15][CH2:14][CH2:13]1.[CH2:18]([O:25][C:26]1[CH:34]=[CH:33][C:32]([S:35]([CH3:38])(=[O:37])=[O:36])=[CH:31][C:27]=1[C:28](O)=[O:29])[C:19]1[CH:24]=[CH:23][CH:22]=[CH:21][CH:20]=1. (8) Given the product [CH2:1]([C@@H:8]([C:9]([N:40]([C:37]1[S:38][CH:39]=[C:35]([C:30]2[CH:31]=[CH:32][CH:33]=[CH:34][C:29]=2[C:23]2[CH:24]=[N:25][C:26]([O:27][CH3:28])=[C:21]([Cl:20])[CH:22]=2)[N:36]=1)[CH3:41])=[O:11])[CH2:12][C:13]([OH:15])=[O:14])[C:2]1[CH:3]=[CH:4][CH:5]=[CH:6][CH:7]=1, predict the reactants needed to synthesize it. The reactants are: [CH2:1]([C@H:8]([CH2:12][C:13]([O:15]C(C)(C)C)=[O:14])[C:9]([OH:11])=O)[C:2]1[CH:7]=[CH:6][CH:5]=[CH:4][CH:3]=1.[Cl:20][C:21]1[CH:22]=[C:23]([C:29]2[CH:34]=[CH:33][CH:32]=[CH:31][C:30]=2[C:35]2[N:36]=[C:37]([NH:40][CH3:41])[S:38][CH:39]=2)[CH:24]=[N:25][C:26]=1[O:27][CH3:28].BrC1C=C(Cl)C(OC)=NC=1. (9) Given the product [F:1][C:2]1[CH:7]=[CH:6][C:5]([C:8]2[S:23][C:10]([C:13]([NH:31][C:30](=[O:27])[CH3:29])([C:16]3[CH:21]=[CH:20][N:19]=[CH:18][CH:17]=3)[CH3:14])=[CH:11][N:12]=2)=[CH:4][CH:3]=1, predict the reactants needed to synthesize it. The reactants are: [F:1][C:2]1[CH:7]=[CH:6][C:5]([C:8]2O[C:10]([C:13]([C:16]3[CH:21]=[CH:20][N:19]=[CH:18][CH:17]=3)(O)[CH3:14])=[CH:11][N:12]=2)=[CH:4][CH:3]=1.O[S:23](O)(=O)=O.[OH-:27].[Na+].[CH3:29][C:30]#[N:31].